Dataset: Full USPTO retrosynthesis dataset with 1.9M reactions from patents (1976-2016). Task: Predict the reactants needed to synthesize the given product. (1) Given the product [CH2:24]([NH:31][C:9](=[O:11])[CH2:8][C:5]1[CH:4]=[CH:3][C:2]([Br:1])=[CH:7][CH:6]=1)[C:25]1[CH:30]=[CH:29][CH:28]=[CH:27][CH:26]=1, predict the reactants needed to synthesize it. The reactants are: [Br:1][C:2]1[CH:7]=[CH:6][C:5]([CH2:8][C:9]([OH:11])=O)=[CH:4][CH:3]=1.Cl.CN(C)CCCN=C=NCC.[CH2:24]([NH2:31])[C:25]1[CH:30]=[CH:29][CH:28]=[CH:27][CH:26]=1. (2) Given the product [CH:1]1([CH:7]([NH:19][C:20]2[CH:28]=[CH:27][C:23]([C:24]([NH:36][CH2:35][CH2:34][C:33]([O:32][CH2:30][CH3:31])=[O:37])=[O:25])=[CH:22][CH:21]=2)[C:8]2[O:9][C:10]3[CH:17]=[C:16]([F:18])[CH:15]=[CH:14][C:11]=3[C:12]=2[CH3:13])[CH2:6][CH2:5][CH2:4][CH2:3][CH2:2]1, predict the reactants needed to synthesize it. The reactants are: [CH:1]1([CH:7]([NH:19][C:20]2[CH:28]=[CH:27][C:23]([C:24](O)=[O:25])=[CH:22][CH:21]=2)[C:8]2[O:9][C:10]3[CH:17]=[C:16]([F:18])[CH:15]=[CH:14][C:11]=3[C:12]=2[CH3:13])[CH2:6][CH2:5][CH2:4][CH2:3][CH2:2]1.Cl.[CH2:30]([O:32][C:33](=[O:37])[CH2:34][CH2:35][NH2:36])[CH3:31].O.ON1C2C=CC=CC=2N=N1.Cl.C(N=C=NCCCN(C)C)C.Cl. (3) Given the product [Cl:39][C:34]1[CH:35]=[CH:36][CH:37]=[CH:38][C:33]=1[C:23]1[C:24]([C:26]2[CH:31]=[CH:30][C:29]([Cl:32])=[CH:28][CH:27]=2)=[CH:25][C:19]2[C:18]([NH:40][CH:41]([CH3:43])[CH3:42])=[N:17][C:16]([C:14]([OH:53])=[O:15])=[N:21][C:20]=2[N:22]=1, predict the reactants needed to synthesize it. The reactants are: [OH-].[K+].OS([O-])(=O)=O.[Na+].C(N[C:14]([C:16]1[N:17]=[C:18]([NH:40][CH:41]([CH3:43])[CH3:42])[C:19]2[CH:25]=[C:24]([C:26]3[CH:31]=[CH:30][C:29]([Cl:32])=[CH:28][CH:27]=3)[C:23]([C:33]3[CH:38]=[CH:37][CH:36]=[CH:35][C:34]=3[Cl:39])=[N:22][C:20]=2[N:21]=1)=[O:15])(C)(C)C.C1C=CC2N([OH:53])N=NC=2C=1.CCN=C=NCCCN(C)C.C(N)(C)(C)C. (4) Given the product [C:34]([O:37][CH2:38][CH2:39][O:1][C:2]1[CH:7]=[CH:6][CH:5]=[CH:4][C:3]=1[CH:8]1[CH2:9][CH2:10][N:11]([CH2:14][CH2:15][C:16]([C:28]2[CH:29]=[CH:30][CH:31]=[CH:32][CH:33]=2)([C:22]2[CH:27]=[CH:26][CH:25]=[CH:24][CH:23]=2)[C:17]([N:19]([CH3:20])[CH3:21])=[O:18])[CH2:12][CH2:13]1)(=[O:36])[CH3:35], predict the reactants needed to synthesize it. The reactants are: [OH:1][C:2]1[CH:7]=[CH:6][CH:5]=[CH:4][C:3]=1[CH:8]1[CH2:13][CH2:12][N:11]([CH2:14][CH2:15][C:16]([C:28]2[CH:33]=[CH:32][CH:31]=[CH:30][CH:29]=2)([C:22]2[CH:27]=[CH:26][CH:25]=[CH:24][CH:23]=2)[C:17]([N:19]([CH3:21])[CH3:20])=[O:18])[CH2:10][CH2:9]1.[C:34]([O:37][CH2:38][CH2:39]Br)(=[O:36])[CH3:35].C(=O)([O-])[O-].[K+].[K+].[I-].[K+]. (5) Given the product [C:17]([O:16][C:14]([NH:21][CH2:22][C:23]1[CH:29]=[CH:28][C:26]([NH:27][C:10](=[O:12])[CH2:9][CH2:8][CH2:7][CH2:6][CH2:5][CH2:4][C:3]([O:2][CH3:1])=[O:13])=[CH:25][CH:24]=1)=[O:15])([CH3:20])([CH3:18])[CH3:19], predict the reactants needed to synthesize it. The reactants are: [CH3:1][O:2][C:3](=[O:13])[CH2:4][CH2:5][CH2:6][CH2:7][CH2:8][CH2:9][C:10]([OH:12])=O.[C:14]([NH:21][CH2:22][C:23]1[CH:29]=[CH:28][C:26]([NH2:27])=[CH:25][CH:24]=1)([O:16][C:17]([CH3:20])([CH3:19])[CH3:18])=[O:15]. (6) Given the product [O:10]1[CH2:11][CH2:12][CH:7]([N:5]2[CH:6]=[C:2]([B:16]3[O:17][C:18]([CH3:20])([CH3:19])[C:14]([CH3:30])([CH3:13])[O:15]3)[CH:3]=[N:4]2)[CH2:8][CH2:9]1, predict the reactants needed to synthesize it. The reactants are: Br[C:2]1[CH:3]=[N:4][N:5]([CH:7]2[CH2:12][CH2:11][O:10][CH2:9][CH2:8]2)[CH:6]=1.[CH3:13][C:14]1([CH3:30])[C:18]([CH3:20])([CH3:19])[O:17][B:16]([B:16]2[O:17][C:18]([CH3:20])([CH3:19])[C:14]([CH3:30])([CH3:13])[O:15]2)[O:15]1.CC([O-])=O.[K+].O. (7) Given the product [Cl:1][C:2]1[C:3]([N:14]2[CH2:19][CH2:18][N:17]([C:24]([NH:25][S:26]([C:29]3[S:30][C:31]([Cl:34])=[CH:32][CH:33]=3)(=[O:28])=[O:27])=[O:23])[CH2:16][CH2:15]2)=[N:4][CH:5]=[C:6]([C:8]2[O:9][C:10]([CH3:13])=[CH:11][N:12]=2)[CH:7]=1, predict the reactants needed to synthesize it. The reactants are: [Cl:1][C:2]1[C:3]([N:14]2[CH2:19][CH2:18][NH:17][CH2:16][CH2:15]2)=[N:4][CH:5]=[C:6]([C:8]2[O:9][C:10]([CH3:13])=[CH:11][N:12]=2)[CH:7]=1.ClC(Cl)(Cl)C[O:23][C:24](=O)[NH:25][S:26]([C:29]1[S:30][C:31]([Cl:34])=[CH:32][CH:33]=1)(=[O:28])=[O:27].CCN(C(C)C)C(C)C.CC(O)=O. (8) Given the product [CH2:1]([C:3]1[CH:8]=[C:7]([NH2:9])[CH:6]=[C:5]([CH3:12])[N:4]=1)[CH3:2], predict the reactants needed to synthesize it. The reactants are: [CH2:1]([C:3]1[CH:8]=[C:7]([N+:9]([O-])=O)[CH:6]=[C:5]([CH3:12])[N+:4]=1[O-])[CH3:2].